This data is from Catalyst prediction with 721,799 reactions and 888 catalyst types from USPTO. The task is: Predict which catalyst facilitates the given reaction. Reactant: [C:1]([C:4]1[CH:12]=[CH:11][C:7]([C:8]([OH:10])=[O:9])=[CH:6][CH:5]=1)(=[S:3])[NH2:2].[CH3:13][CH2:14][C:15]([N:38]([CH3:40])[CH3:39])([C:32]1[CH:33]=[CH:34][CH:35]=[CH:36][CH:37]=1)[CH2:16][O:17][C:18]([C:20]1[CH:21]=[C:22]([O:30][CH3:31])[C:23]([O:28][CH3:29])=[C:24]([O:26][CH3:27])[CH:25]=1)=[O:19].O. Product: [C:1]([C:4]1[CH:12]=[CH:11][C:7]([C:8]([OH:10])=[O:9])=[CH:6][CH:5]=1)(=[S:3])[NH2:2].[CH3:40][N:38]([CH3:39])[C:15]([C:32]1[CH:37]=[CH:36][CH:35]=[CH:34][CH:33]=1)([CH2:14][CH3:13])[CH2:16][O:17][C:18](=[O:19])[C:20]1[CH:25]=[C:24]([O:26][CH3:27])[C:23]([O:28][CH3:29])=[C:22]([O:30][CH3:31])[CH:21]=1. The catalyst class is: 8.